From a dataset of NCI-60 drug combinations with 297,098 pairs across 59 cell lines. Regression. Given two drug SMILES strings and cell line genomic features, predict the synergy score measuring deviation from expected non-interaction effect. Drug 1: C1=CC(=CC=C1CCC2=CNC3=C2C(=O)NC(=N3)N)C(=O)NC(CCC(=O)O)C(=O)O. Drug 2: C1=CC(=CC=C1CCCC(=O)O)N(CCCl)CCCl. Cell line: TK-10. Synergy scores: CSS=39.4, Synergy_ZIP=-4.33, Synergy_Bliss=-7.00, Synergy_Loewe=-9.93, Synergy_HSA=-4.63.